Task: Predict the reactants needed to synthesize the given product.. Dataset: Full USPTO retrosynthesis dataset with 1.9M reactions from patents (1976-2016) (1) Given the product [CH2:1]([O:8][C:9](=[O:10])[NH:11][C@H:12]([C:24]([NH:36][CH2:35][CH2:34][NH:33][C:32]([O:31][C:27]([CH3:30])([CH3:29])[CH3:28])=[O:37])=[O:26])[CH2:13][CH2:14][CH2:15][NH:16][C:17]([O:19][C:20]([CH3:21])([CH3:22])[CH3:23])=[O:18])[C:2]1[CH:3]=[CH:4][CH:5]=[CH:6][CH:7]=1, predict the reactants needed to synthesize it. The reactants are: [CH2:1]([O:8][C:9]([NH:11][C@H:12]([C:24]([OH:26])=O)[CH2:13][CH2:14][CH2:15][NH:16][C:17]([O:19][C:20]([CH3:23])([CH3:22])[CH3:21])=[O:18])=[O:10])[C:2]1[CH:7]=[CH:6][CH:5]=[CH:4][CH:3]=1.[C:27]([O:31][C:32](=[O:37])[NH:33][CH2:34][CH2:35][NH2:36])([CH3:30])([CH3:29])[CH3:28].C(Cl)CCl.C1C=CC2N(O)N=NC=2C=1. (2) Given the product [NH2:1][C:2]1[C:7](/[CH:8]=[CH:9]/[C:10]([O:12][CH2:13][CH3:14])=[O:11])=[C:6]([O:15][C:16]2[CH:17]=[CH:18][C:19]([NH:22][C:31]([NH:30][C:27]3[CH:28]=[CH:29][C:24]([F:23])=[CH:25][CH:26]=3)=[O:32])=[CH:20][CH:21]=2)[CH:5]=[CH:4][N:3]=1, predict the reactants needed to synthesize it. The reactants are: [NH2:1][C:2]1[C:7](/[CH:8]=[CH:9]/[C:10]([O:12][CH2:13][CH3:14])=[O:11])=[C:6]([O:15][C:16]2[CH:21]=[CH:20][C:19]([NH2:22])=[CH:18][CH:17]=2)[CH:5]=[CH:4][N:3]=1.[F:23][C:24]1[CH:29]=[CH:28][C:27]([N:30]=[C:31]=[O:32])=[CH:26][CH:25]=1.